This data is from Forward reaction prediction with 1.9M reactions from USPTO patents (1976-2016). The task is: Predict the product of the given reaction. (1) Given the reactants [CH3:1][Si:2]([CH3:42])([CH3:41])[CH2:3][CH2:4][O:5][CH2:6][N:7]([CH2:33][O:34][CH2:35][CH2:36][Si:37]([CH3:40])([CH3:39])[CH3:38])[C:8]1[N:13]2[N:14]=[CH:15][C:16](I)=[C:12]2[N:11]=[C:10]([C:18]2[CH2:19][C@@H:20]3[N:25]([C:26]([O:28][C:29]([CH3:32])([CH3:31])[CH3:30])=[O:27])[C@H:23]([CH:24]=2)[CH2:22][CH2:21]3)[CH:9]=1.[C:43]1([C:49]2[CH:54]=[CH:53][C:52](B3OC(C)(C)C(C)(C)O3)=[CH:51][N:50]=2)[CH:48]=[CH:47][CH:46]=[CH:45][CH:44]=1, predict the reaction product. The product is: [CH3:1][Si:2]([CH3:42])([CH3:41])[CH2:3][CH2:4][O:5][CH2:6][N:7]([CH2:33][O:34][CH2:35][CH2:36][Si:37]([CH3:40])([CH3:39])[CH3:38])[C:8]1[N:13]2[N:14]=[CH:15][C:16]([C:52]3[CH:51]=[N:50][C:49]([C:43]4[CH:48]=[CH:47][CH:46]=[CH:45][CH:44]=4)=[CH:54][CH:53]=3)=[C:12]2[N:11]=[C:10]([C:18]2[CH2:19][C@@H:20]3[N:25]([C:26]([O:28][C:29]([CH3:32])([CH3:31])[CH3:30])=[O:27])[C@H:23]([CH:24]=2)[CH2:22][CH2:21]3)[CH:9]=1. (2) Given the reactants [Br:1][C:2]1[N:3]([CH2:12][C:13]#[C:14][CH3:15])[C:4]2[C:9](=[O:10])[NH:8][N:7]=[CH:6][C:5]=2[N:11]=1.Cl[CH2:17][C:18]1[N:27]=[C:26]([CH3:28])[C:25]2[C:20](=[CH:21][CH:22]=[CH:23][CH:24]=2)[N:19]=1.C(=O)([O-])[O-].[K+].[K+], predict the reaction product. The product is: [Br:1][C:2]1[N:3]([CH2:12][C:13]#[C:14][CH3:15])[C:4]2[C:9](=[O:10])[N:8]([CH2:17][C:18]3[N:27]=[C:26]([CH3:28])[C:25]4[C:20](=[CH:21][CH:22]=[CH:23][CH:24]=4)[N:19]=3)[N:7]=[CH:6][C:5]=2[N:11]=1. (3) Given the reactants [N+:1]([C:4]1[CH:9]=[CH:8][C:7]([S:10]([NH:13][C:14]2[CH:19]=[CH:18][CH:17]=[CH:16][C:15]=2C)(=[O:12])=[O:11])=[CH:6][CH:5]=1)([O-:3])=[O:2].[CH3:21][O:22]C1C(N)=CC=CC=1, predict the reaction product. The product is: [CH3:21][O:22][C:15]1[CH:16]=[CH:17][CH:18]=[CH:19][C:14]=1[NH:13][S:10]([C:7]1[CH:8]=[CH:9][C:4]([N+:1]([O-:3])=[O:2])=[CH:5][CH:6]=1)(=[O:12])=[O:11]. (4) Given the reactants Cl[C:2]1[C:7]([C:8]2[CH:13]=[CH:12][CH:11]=[CH:10][CH:9]=2)=[C:6]([CH3:14])[N:5]2[N:15]=[C:16]([CH3:18])[N:17]=[C:4]2[N:3]=1.[CH:19]([C:21]1[CH:26]=[CH:25][C:24](B(O)O)=[CH:23][CH:22]=1)=[O:20].C(=O)([O-])[O-].[Na+].[Na+], predict the reaction product. The product is: [CH3:18][C:16]1[N:17]=[C:4]2[N:3]=[C:2]([C:24]3[CH:25]=[CH:26][C:21]([CH:19]=[O:20])=[CH:22][CH:23]=3)[C:7]([C:8]3[CH:13]=[CH:12][CH:11]=[CH:10][CH:9]=3)=[C:6]([CH3:14])[N:5]2[N:15]=1.